From a dataset of Experimentally validated miRNA-target interactions with 360,000+ pairs, plus equal number of negative samples. Binary Classification. Given a miRNA mature sequence and a target amino acid sequence, predict their likelihood of interaction. (1) The miRNA is hsa-miR-3193 with sequence UCCUGCGUAGGAUCUGAGGAGU. The protein sequence of the target gene is MEALKVEKFTTANRGNGLRAVAPLRPGELLFRSDPLAYTVCKGSRGVVCDRCLLGKEKLMRCSQCRIAKYCSAKCQKKAWPDHRRECSCLKSCKPRYPPDSVRLLGRVIVKLMDEKPSESEKLYSFYDLESNISKLTEDKKEGLRQLAMTFQHFMREEIQDASQLPPSFDLFEAFAKVICNSFTICNAEMQEVGVGLYPSMSLLNHSCDPNCSIVFNGPHLLLRAVREIEAGEELTICYLDMLMTSEERRKQLRDQYCFECDCIRCQTQDKDADMLTGDEQIWKEVQESLKKIEELKAHW.... Result: 0 (no interaction). (2) The miRNA is hsa-miR-641 with sequence AAAGACAUAGGAUAGAGUCACCUC. The protein sequence of the target gene is MSLHFLYYCSEPTLDVKIAFCQGFDKQVDVSYIAKHYNMSKSKVDNQFYSVEVGDSTFTVLKRYQNLKPIGSGAQGIVCAAYDAVLDRNVAIKKLSRPFQNQTHAKRAYRELVLMKCVNHKNIISLLNVFTPQKTLEEFQDVYLVMELMDANLCQVIQMELDHERMSYLLYQMLCGIKHLHSAGIIHRDLKPSNIVVKSDCTLKILDFGLARTAGTSFMMTPYVVTRYYRAPEVILGMGYKENVDIWSVGCIMGEMVRHKILFPGRDYIDQWNKVIEQLGTPCPEFMKKLQPTVRNYVEN.... Result: 1 (interaction). (3) The miRNA is mmu-let-7g-5p with sequence UGAGGUAGUAGUUUGUACAGUU. The protein sequence of the target gene is MAPDPVPTPGPASAQLRQTRYFTWEEVAQRSGREKERWLVIDRKVYNISDFSRRHPGGSRVISHYAGQDATDPFVAFHINKGLVRKYMNSLLIGELAPEQPSFEPTKNKALTDEFRELRATVERMGLMKANHLFFLVYLLHILLLDVAAWLTLWIFGTSLVPFILCAVLLSTVQAQAGWLQHDFGHLSVFGTSTWNHLLHHFVIGHLKGAPASWWNHMHFQHHAKPNCFRKDPDINMHPLFFALGKVLPVELGREKKKHMPYNHQHKYFFLIGPPALLPLYFQWYIFYFVVQRKKWVDLA.... Result: 0 (no interaction). (4) The miRNA is hsa-miR-4261 with sequence AGGAAACAGGGACCCA. The protein sequence of the target gene is MGRSRSRSSSRSKHTKSSKHNKKRSRSRSRSRDKERVRKRSKSRESKRNRRRESRSRSRSTNTAVSRRERDRERASSPPDRIDIFGRTVSKRSSLDEKQKREEEEKKAEFERQRKIRQQEIEEKLIEEETARRVEELVAKRVEEELEKRKDEIEREVLRRVEEAKRIMEKQLLEELERQRQAELAAQKAREEEERAKREELERILEENNRKIAEAQAKLAEEQLRIVEEQRKIHEERMKLEQERQRQQKEEQKIILGKGKSRPKLSFSLKTQD. Result: 0 (no interaction). (5) The miRNA is hsa-miR-6893-5p with sequence CAGGCAGGUGUAGGGUGGAGC. The protein sequence of the target gene is MNAIVALCHFCELHGPRTLFCTEVLHAPLPQGDGNEDSPGQGEQAEEEEGGIQMNSRMRAHSPAEGASVESSSPGPKKSDMCEGCRSLAAGHPGYISHDKETSIKYVSHQHPSHPQLFSIVRQACVRSLSCEVCPGREGPIFFGDEQHGFVFSHTFFIKDSLARGFQRWYSIITIMMDRIYLINSWPFLLGKVRGIIDELQGKALKVFEAEQFGCPQRAQRMNTAFTPFLHQRNGNAARSLTSLTSDDNLWACLHTSFAWLLKACGSRLTEKLLEGAPTEDTLVQMEKLADLEEESESWD.... Result: 1 (interaction). (6) The miRNA is hsa-miR-31-5p with sequence AGGCAAGAUGCUGGCAUAGCU. Result: 1 (interaction). The protein sequence of the target gene is MMAAEAGSEEGGPVTAGAGGGGAAAGSSAYPAVCRVKIPAALPVAAAPYPGLVETGVAGTLGGGAALGSEFLGAGSVAGALGGAGLTGGGTAAGVAGAAAGVAGAAVAGPSGDMALTKLPTSLLAETLGPGGGFPPLPPPPYLPPLGAGLGTVDEGDSLDGPEYEEEEVAIPLTAPPTNQWYHGKLDRTIAEERLRQAGKSGSYLIRESDRRPGSFVLSFLSQMNVVNHFRIIAMCGDYYIGGRRFSSLSDLIGYYSHVSCLLKGEKLLYPVAPPEPVEDRRRVRAILPYTKVPDTDEIS.... (7) The miRNA is hsa-miR-371b-5p with sequence ACUCAAAAGAUGGCGGCACUUU. The protein sequence of the target gene is MAGCIPEEKTYRRFLELFLGEFRGPCGGGEPEPEPESEPEPEPEAELVAAEAAEASGEEPGEDAATVEATEEGEQDQDPEPEDEAVEEETATEGEEEEEEEAAAPGHSAVPPPPQPQLPPLPPLPRPLSERITREEVEGESLDLCLQQLYKYNCPSFLAAALARATSDEVLQSDLSAHCIPKETDGTEGTVEIETVKLARSVFSKLHEICCSWVKDFPLRRRPQIYYETSIHAIKNMRRKMEDKHVCIPDFNMLFNLEDQEEQAYFAVFDGHGGVDAAIYASVHLHVNLVRQEMFPHDPA.... Result: 0 (no interaction). (8) The miRNA is hsa-miR-3910 with sequence AAAGGCAUAAAACCAAGACA. The protein sequence of the target gene is MAVFHDEVEIEDFQYDEDSETYFYPCPCGDNFSITKEDLENGEDVATCPSCSLIIKVIYDKDQFVCGETVPAPSANKELVKC. Result: 0 (no interaction). (9) The miRNA is mmu-miR-449c-5p with sequence AGGCAGUGCAUUGCUAGCUGG. The protein sequence of the target gene is MGSVNSRGHKAEAQVVMMGLDSAGKTTLLYKLKGHQLVETLPTVGFNVEPLKAPGHVSLTLWDVGGQAPLRASWKDYLEGTDILVYVLDSTDEARLPESAAELTEVLNDPNMAGVPFLVLANKQEAPDALPLLKIRNRLSLERFQDHCWELRGCSALTGEGLPEALQSLWSLLKSRSCMCLQARAHGAERGDSKRS. Result: 0 (no interaction).